Dataset: Full USPTO retrosynthesis dataset with 1.9M reactions from patents (1976-2016). Task: Predict the reactants needed to synthesize the given product. (1) Given the product [Cl:14][C:15]1[CH:16]=[C:17]([CH:18]=[O:19])[CH:20]=[CH:21][C:22]=1[N:4]1[CH2:5][CH2:6][N:1]([C:7]([O:9][C:10]([CH3:13])([CH3:12])[CH3:11])=[O:8])[CH2:2][CH2:3]1, predict the reactants needed to synthesize it. The reactants are: [N:1]1([C:7]([O:9][C:10]([CH3:13])([CH3:12])[CH3:11])=[O:8])[CH2:6][CH2:5][NH:4][CH2:3][CH2:2]1.[Cl:14][C:15]1[CH:16]=[C:17]([CH:20]=[CH:21][C:22]=1F)[CH:18]=[O:19].C(=O)([O-])[O-].[K+].[K+]. (2) Given the product [F:4][C:3]([F:6])([F:5])[C:1]([OH:7])=[O:2].[C:8]([C:10]1[N:11]([C:46]2[CH:51]=[CH:50][CH:49]=[CH:48][C:47]=2[C:52]#[N:53])[C:12]2[C:17]([C:18]=1[CH2:19][N:20]1[C:26](=[O:27])[C@@H:25]([NH:28][C:29](=[O:41])[C@@H:30]([NH:32][CH3:33])[CH3:31])[CH2:24][O:23][C:22]3[CH:42]=[CH:43][CH:44]=[CH:45][C:21]1=3)=[CH:16][CH:15]=[CH:14][CH:13]=2)#[N:9], predict the reactants needed to synthesize it. The reactants are: [C:1]([OH:7])([C:3]([F:6])([F:5])[F:4])=[O:2].[C:8]([C:10]1[N:11]([C:46]2[CH:51]=[CH:50][CH:49]=[CH:48][C:47]=2[C:52]#[N:53])[C:12]2[C:17]([C:18]=1[CH2:19][N:20]1[C:26](=[O:27])[C@@H:25]([NH:28][C:29](=[O:41])[C@@H:30]([N:32](C)[C:33](=O)OC(C)(C)C)[CH3:31])[CH2:24][O:23][C:22]3[CH:42]=[CH:43][CH:44]=[CH:45][C:21]1=3)=[CH:16][CH:15]=[CH:14][CH:13]=2)#[N:9].CC#N.O. (3) Given the product [CH3:53][O:52][C:50]1[CH:49]=[C:48]([CH2:54][C:55]([NH:2][CH2:3][C:4]2[CH:12]=[CH:11][CH:10]=[C:9]3[C:5]=2[C:6](=[O:22])[N:7]([CH:14]2[CH2:19][CH2:18][C:17](=[O:20])[NH:16][C:15]2=[O:21])[C:8]3=[O:13])=[O:56])[CH:47]=[C:46]([O:45][CH3:44])[CH:51]=1, predict the reactants needed to synthesize it. The reactants are: Cl.[NH2:2][CH2:3][C:4]1[CH:12]=[CH:11][CH:10]=[C:9]2[C:5]=1[C:6](=[O:22])[N:7]([CH:14]1[CH2:19][CH2:18][C:17](=[O:20])[NH:16][C:15]1=[O:21])[C:8]2=[O:13].N12CCCN=C1CCCCC2.ON1C2C=CC=CC=2N=N1.[CH3:44][O:45][C:46]1[CH:47]=[C:48]([CH2:54][C:55](O)=[O:56])[CH:49]=[C:50]([O:52][CH3:53])[CH:51]=1.Cl.CN(C)CCCN=C=NCC. (4) Given the product [CH3:1][O:2][C:3]1[CH:4]=[CH:5][C:6]([CH2:7][N:8]([C:24]2[S:25][CH:26]=[CH:27][N:28]=2)[S:9]([C:12]2[CH:13]=[CH:14][C:15]3[NH:20][CH2:19][CH:18]([CH3:22])[O:17][C:16]=3[CH:23]=2)(=[O:11])=[O:10])=[CH:29][CH:30]=1, predict the reactants needed to synthesize it. The reactants are: [CH3:1][O:2][C:3]1[CH:30]=[CH:29][C:6]([CH2:7][N:8]([C:24]2[S:25][CH:26]=[CH:27][N:28]=2)[S:9]([C:12]2[CH:13]=[CH:14][C:15]3[NH:20][C:19](=O)[CH:18]([CH3:22])[O:17][C:16]=3[CH:23]=2)(=[O:11])=[O:10])=[CH:5][CH:4]=1.CSC.B. (5) Given the product [OH:2][CH2:1][CH:3]1[CH2:5][CH:4]1[C:6]([O:8][CH2:9][CH3:10])=[O:7], predict the reactants needed to synthesize it. The reactants are: [CH:1]([CH:3]1[CH2:5][CH:4]1[C:6]([O:8][CH2:9][CH3:10])=[O:7])=[O:2].[BH4-].[Na+].